Task: Predict the reactants needed to synthesize the given product.. Dataset: Full USPTO retrosynthesis dataset with 1.9M reactions from patents (1976-2016) Given the product [C:1]([C:5]1[CH:9]=[C:8]([NH:10][C:11]([NH:13][C:14]2[C:23]3[C:18](=[CH:19][CH:20]=[CH:21][CH:22]=3)[C:17]([O:24][C:25]3[CH:30]=[CH:29][N:28]=[C:27]([NH:44][C:43]4[CH:45]=[C:46]([O:48][CH2:49][CH2:50][CH2:51][N:52]5[CH2:57][CH2:56][O:55][CH2:54][CH2:53]5)[CH:47]=[C:41]([O:40][CH3:39])[CH:42]=4)[N:26]=3)=[CH:16][CH:15]=2)=[O:12])[N:7]([C:32]2[CH:37]=[CH:36][C:35]([CH3:38])=[CH:34][CH:33]=2)[N:6]=1)([CH3:4])([CH3:3])[CH3:2], predict the reactants needed to synthesize it. The reactants are: [C:1]([C:5]1[CH:9]=[C:8]([NH:10][C:11]([NH:13][C:14]2[C:23]3[C:18](=[CH:19][CH:20]=[CH:21][CH:22]=3)[C:17]([O:24][C:25]3[CH:30]=[CH:29][N:28]=[C:27](Cl)[N:26]=3)=[CH:16][CH:15]=2)=[O:12])[N:7]([C:32]2[CH:37]=[CH:36][C:35]([CH3:38])=[CH:34][CH:33]=2)[N:6]=1)([CH3:4])([CH3:3])[CH3:2].[CH3:39][O:40][C:41]1[CH:42]=[C:43]([CH:45]=[C:46]([O:48][CH2:49][CH2:50][CH2:51][N:52]2[CH2:57][CH2:56][O:55][CH2:54][CH2:53]2)[CH:47]=1)[NH2:44].C([O-])(O)=O.[Na+].